This data is from Full USPTO retrosynthesis dataset with 1.9M reactions from patents (1976-2016). The task is: Predict the reactants needed to synthesize the given product. (1) Given the product [CH3:1][O:2][CH2:3][C@@H:4]([NH:11][C:12]([NH:14][C:15]1[N:20]=[CH:19][C:18]2[C:21]([N:24]3[CH2:29][CH2:28][O:27][C@H:26]([CH3:30])[CH2:25]3)=[N:22][NH:23][C:17]=2[CH:16]=1)=[O:13])[C:5]1[CH:6]=[CH:7][CH:8]=[CH:9][CH:10]=1, predict the reactants needed to synthesize it. The reactants are: [CH3:1][O:2][CH2:3][C@@H:4]([NH:11][C:12]([NH:14][C:15]1[N:20]=[CH:19][C:18]2[C:21]([N:24]3[CH2:29][CH2:28][O:27][CH:26]([CH3:30])[CH2:25]3)=[N:22][NH:23][C:17]=2[CH:16]=1)=[O:13])[C:5]1[CH:10]=[CH:9][CH:8]=[CH:7][CH:6]=1.CO.COC[C@@H](NC(NC1N=CC2C(N3CCO[C@@H](C)C3)=NNC=2C=1)=O)C1C=CC=CC=1. (2) Given the product [NH2:7][C:6]1[NH:8][C:24](=[O:26])[C:14]2[NH:15][CH:16]=[C:17]([CH2:18][C:19]3[CH:23]=[CH:22][S:21][CH:20]=3)[C:13]=2[N:5]=1, predict the reactants needed to synthesize it. The reactants are: C([N:5]([C:13]1[C:17]([CH2:18][C:19]2[CH:23]=[CH:22][S:21][CH:20]=2)=[CH:16][NH:15][C:14]=1[C:24]([O:26]C)=O)[C:6]([NH:8]C(OC)=O)=[NH:7])(OC)=O.C[O-].[Na+]. (3) Given the product [CH2:31]([O:30][C:28](=[O:29])[CH2:27][N:15]1[C:16](=[O:23])[C:17]2([CH2:22][CH2:21][CH2:20][CH2:19][CH2:18]2)[N:13]([C:10]2[CH:9]=[CH:8][C:7]([CH3:25])=[CH:12][CH:11]=2)[C:14]1=[O:24])[CH3:32], predict the reactants needed to synthesize it. The reactants are: C(=O)([O-])[O-].[K+].[K+].[C:7]1([CH3:25])[CH:12]=[CH:11][C:10]([N:13]2[C:17]3([CH2:22][CH2:21][CH2:20][CH2:19][CH2:18]3)[C:16](=[O:23])[NH:15][C:14]2=[O:24])=[CH:9][CH:8]=1.Br[CH2:27][C:28]([O:30][CH2:31][CH3:32])=[O:29].O. (4) Given the product [Br:1][C:21]1[CH:22]=[C:23]2[C:18]3=[C:19]([C:10]([CH3:33])([CH3:9])[C:11]4[CH:12]=[CH:13][CH:14]=[CH:15][C:16]=4[N:17]3[C:30]3[CH:29]=[CH:28][CH:27]=[CH:26][C:25]=3[C:24]2([CH3:32])[CH3:31])[CH:20]=1, predict the reactants needed to synthesize it. The reactants are: [Br:1]N1C(=O)CCC1=O.[CH3:9][C:10]1([CH3:33])[C:19]2[CH:20]=[CH:21][CH:22]=[C:23]3[C:24]([CH3:32])([CH3:31])[C:25]4[CH:26]=[CH:27][CH:28]=[CH:29][C:30]=4[N:17]([C:18]=23)[C:16]2[CH:15]=[CH:14][CH:13]=[CH:12][C:11]1=2.